From a dataset of Catalyst prediction with 721,799 reactions and 888 catalyst types from USPTO. Predict which catalyst facilitates the given reaction. (1) Reactant: [NH2:1][CH2:2][C:3]1[CH:4]=[CH:5][C:6]2[N:10]=[C:9]([CH2:11][CH2:12][CH2:13][N:14]([CH2:18][CH2:19][CH3:20])[CH2:15][CH2:16][CH3:17])[N:8]([CH2:21][CH2:22][CH3:23])[C:7]=2[CH:24]=1.[NH:25]1[CH:29]=[CH:28][N:27]=[C:26]1[CH:30]=O.C(OC)(OC)OC.[BH4-].[Na+]. Product: [NH:25]1[CH:29]=[CH:28][N:27]=[C:26]1[CH2:30][NH:1][CH2:2][C:3]1[CH:4]=[CH:5][C:6]2[N:10]=[C:9]([CH2:11][CH2:12][CH2:13][N:14]([CH2:18][CH2:19][CH3:20])[CH2:15][CH2:16][CH3:17])[N:8]([CH2:21][CH2:22][CH3:23])[C:7]=2[CH:24]=1. The catalyst class is: 5. (2) Reactant: [CH3:1][C:2]1[N:7]([C:8]2[CH:13]=[CH:12][CH:11]=[C:10]([C:14]([F:17])([F:16])[F:15])[CH:9]=2)[C:6](=[O:18])[C:5]([C:19]([OH:21])=O)=[CH:4][C:3]=1[C:22]1[N:26]([CH3:27])[N:25]=[CH:24][CH:23]=1.Cl.[CH3:29][S:30]([C:33]1[CH:34]=[CH:35][C:36]([CH2:39][NH2:40])=[N:37][CH:38]=1)(=[O:32])=[O:31].O. Product: [CH3:1][C:2]1[N:7]([C:8]2[CH:13]=[CH:12][CH:11]=[C:10]([C:14]([F:16])([F:15])[F:17])[CH:9]=2)[C:6](=[O:18])[C:5]([C:19]([NH:40][CH2:39][C:36]2[CH:35]=[CH:34][C:33]([S:30]([CH3:29])(=[O:32])=[O:31])=[CH:38][N:37]=2)=[O:21])=[CH:4][C:3]=1[C:22]1[N:26]([CH3:27])[N:25]=[CH:24][CH:23]=1. The catalyst class is: 10. (3) Reactant: [CH2:1]([O:3][C:4]([C:6]1[N:11]=[C:10](Br)[C:9]2[N:13]=[C:14]([C:16]3[CH:21]=[CH:20][CH:19]=[CH:18][CH:17]=3)[S:15][C:8]=2[C:7]=1[OH:22])=[O:5])[CH3:2].[CH3:23][Sn](C)(C)C. Product: [CH2:1]([O:3][C:4]([C:6]1[N:11]=[C:10]([CH3:23])[C:9]2[N:13]=[C:14]([C:16]3[CH:21]=[CH:20][CH:19]=[CH:18][CH:17]=3)[S:15][C:8]=2[C:7]=1[OH:22])=[O:5])[CH3:2]. The catalyst class is: 558. (4) The catalyst class is: 132. Product: [C:5]([NH:13][C:14]1[CH:23]=[C:22]([O:24][C:25]2[CH:30]=[CH:29][CH:28]=[C:27]([Cl:31])[CH:26]=2)[CH:21]=[CH:20][C:15]=1[C:16]([OH:18])=[O:17])(=[O:12])[C:6]1[CH:7]=[CH:8][CH:9]=[CH:10][CH:11]=1. Reactant: [OH-].[Na+].CO.[C:5]([NH:13][C:14]1[CH:23]=[C:22]([O:24][C:25]2[CH:30]=[CH:29][CH:28]=[C:27]([Cl:31])[CH:26]=2)[CH:21]=[CH:20][C:15]=1[C:16]([O:18]C)=[O:17])(=[O:12])[C:6]1[CH:11]=[CH:10][CH:9]=[CH:8][CH:7]=1.Cl. (5) Reactant: [BH-](OC(C)=O)(OC(C)=O)OC(C)=O.[Na+].[Cl:15][C:16]1[CH:17]=[C:18]2[C:23](=[CH:24][CH:25]=1)[C:22](=[O:26])[N:21]([C:27]1[CH:28]=[C:29]([CH:33]=O)[CH:30]=[N:31][CH:32]=1)[CH2:20][CH2:19]2.[NH2:35][C:36]1[CH:41]=[CH:40][CH:39]=[CH:38][CH:37]=1. Product: [Cl:15][C:16]1[CH:17]=[C:18]2[C:23](=[CH:24][CH:25]=1)[C:22](=[O:26])[N:21]([C:27]1[CH:32]=[N:31][CH:30]=[C:29]([CH2:33][NH:35][C:36]3[CH:41]=[CH:40][CH:39]=[CH:38][CH:37]=3)[CH:28]=1)[CH2:20][CH2:19]2. The catalyst class is: 5. (6) Reactant: [I:1][C:2]1[C:7]([CH2:8][O:9][CH2:10][CH2:11][NH:12]C(OC(C)(C)C)=O)=[C:6]([I:20])[C:5]([CH2:21][O:22][CH2:23][CH2:24][NH:25]C(OC(C)(C)C)=O)=[C:4]([I:33])[C:3]=1[CH2:34][O:35][CH2:36][CH2:37][NH:38]C(OC(C)(C)C)=O.FC(F)(F)C(O)=O.C(OCC)C.[OH-].[Na+]. Product: [I:1][C:2]1[C:3]([CH2:34][O:35][CH2:36][CH2:37][NH2:38])=[C:4]([I:33])[C:5]([CH2:21][O:22][CH2:23][CH2:24][NH2:25])=[C:6]([I:20])[C:7]=1[CH2:8][O:9][CH2:10][CH2:11][NH2:12]. The catalyst class is: 46. (7) Reactant: [CH2:1]([O:8][C:9](=[O:66])[NH:10][C@@H:11]1[C:14](=[O:15])[N:13]([CH2:16][C:17]2[CH:22]=[CH:21][C:20]([O:23][CH3:24])=[CH:19][C:18]=2[O:25][CH3:26])[C@@H:12]1[CH2:27][N:28]1[N:32]=[C:31]([CH2:33][O:34][Si](C(C)(C)C)(C2C=CC=CC=2)C2C=CC=CC=2)[C:30]([CH2:52][NH:53][S:54]([C:57]2[CH:62]=[CH:61][CH:60]=[CH:59][C:58]=2[N+:63]([O-:65])=[O:64])(=[O:56])=[O:55])=[N:29]1)[C:2]1[CH:7]=[CH:6][CH:5]=[CH:4][CH:3]=1.CCCC[N+](CCCC)(CCCC)CCCC.[F-]. Product: [CH2:1]([O:8][C:9](=[O:66])[NH:10][C@@H:11]1[C:14](=[O:15])[N:13]([CH2:16][C:17]2[CH:22]=[CH:21][C:20]([O:23][CH3:24])=[CH:19][C:18]=2[O:25][CH3:26])[C@@H:12]1[CH2:27][N:28]1[N:32]=[C:31]([CH2:33][OH:34])[C:30]([CH2:52][NH:53][S:54]([C:57]2[CH:62]=[CH:61][CH:60]=[CH:59][C:58]=2[N+:63]([O-:65])=[O:64])(=[O:55])=[O:56])=[N:29]1)[C:2]1[CH:3]=[CH:4][CH:5]=[CH:6][CH:7]=1. The catalyst class is: 49.